This data is from Merck oncology drug combination screen with 23,052 pairs across 39 cell lines. The task is: Regression. Given two drug SMILES strings and cell line genomic features, predict the synergy score measuring deviation from expected non-interaction effect. Cell line: MDAMB436. Drug 1: Cn1nnc2c(C(N)=O)ncn2c1=O. Synergy scores: synergy=14.7. Drug 2: Cn1cc(-c2cnn3c(N)c(Br)c(C4CCCNC4)nc23)cn1.